This data is from Full USPTO retrosynthesis dataset with 1.9M reactions from patents (1976-2016). The task is: Predict the reactants needed to synthesize the given product. (1) Given the product [OH:21][C:15]1[C:14]([C:13]([F:12])([F:22])[F:23])=[C:19]2[C:18](=[CH:17][CH:16]=1)[NH:1][C:2]([CH3:11])=[C:3]2[C:4]([O:6][C:7]([CH3:10])([CH3:9])[CH3:8])=[O:5], predict the reactants needed to synthesize it. The reactants are: [NH2:1]/[C:2](/[CH3:11])=[CH:3]\[C:4]([O:6][C:7]([CH3:10])([CH3:9])[CH3:8])=[O:5].[F:12][C:13]([F:23])([F:22])[C:14]1[C:15](=[O:21])[CH:16]=[CH:17][C:18](=O)[CH:19]=1.C(Cl)Cl. (2) Given the product [C:18]([C:17]1[CH:20]=[C:13]([C:11]2[O:10][N:9]=[C:8]([C:5]3[CH:4]=[CH:3][C:2]([O:1][CH2:26][CH2:27][CH2:28][CH2:29][C:30]([O:32][CH2:33][CH3:34])=[O:31])=[CH:7][CH:6]=3)[N:12]=2)[CH:14]=[CH:15][C:16]=1[O:21][CH:22]([CH3:24])[CH3:23])#[N:19], predict the reactants needed to synthesize it. The reactants are: [OH:1][C:2]1[CH:7]=[CH:6][C:5]([C:8]2[N:12]=[C:11]([C:13]3[CH:14]=[CH:15][C:16]([O:21][CH:22]([CH3:24])[CH3:23])=[C:17]([CH:20]=3)[C:18]#[N:19])[O:10][N:9]=2)=[CH:4][CH:3]=1.Br[CH2:26][CH2:27][CH2:28][CH2:29][C:30]([O:32][CH2:33][CH3:34])=[O:31].C(=O)([O-])[O-].[K+].[K+].O. (3) Given the product [Cl:3][C:4]1[CH:5]=[C:6]([C:14]2[O:18][N:17]=[C:16]([C:19]3[CH:20]=[CH:21][CH:22]=[C:23]4[C:27]=3[N:26]([CH2:34][CH:35]([CH3:37])[CH3:36])[CH:25]=[C:24]4[CH2:28][CH2:29][C:30]([O:32][CH2:5][CH:6]([CH3:14])[CH3:7])=[O:31])[N:15]=2)[CH:7]=[CH:8][C:9]=1[O:10][CH:11]([CH3:12])[CH3:13], predict the reactants needed to synthesize it. The reactants are: [OH-].[K+].[Cl:3][C:4]1[CH:5]=[C:6]([C:14]2[O:18][N:17]=[C:16]([C:19]3[CH:20]=[CH:21][CH:22]=[C:23]4[C:27]=3[NH:26][CH:25]=[C:24]4[CH2:28][CH2:29][C:30]([OH:32])=[O:31])[N:15]=2)[CH:7]=[CH:8][C:9]=1[O:10][CH:11]([CH3:13])[CH3:12].I[CH2:34][CH:35]([CH3:37])[CH3:36]. (4) Given the product [ClH:44].[ClH:44].[F:1][C:2]1[CH:3]=[C:4]2[C:8](=[CH:9][CH:10]=1)[NH:7][CH:6]=[C:5]2[CH2:11][CH2:12][NH:13][CH:19]1[CH2:18][CH2:17][C:16]([C:23]2[CH:24]=[CH:25][CH:26]=[CH:27][CH:28]=2)([N:15]([CH3:29])[CH3:14])[CH2:21][CH2:20]1, predict the reactants needed to synthesize it. The reactants are: [F:1][C:2]1[CH:3]=[C:4]2[C:8](=[CH:9][CH:10]=1)[NH:7][CH:6]=[C:5]2[CH2:11][CH2:12][NH2:13].[CH3:14][N:15]([CH3:29])[C:16]1([C:23]2[CH:28]=[CH:27][CH:26]=[CH:25][CH:24]=2)[CH2:21][CH2:20][C:19](=O)[CH2:18][CH2:17]1.[BH-](OC(C)=O)(OC(C)=O)OC(C)=O.[Na+].[ClH:44].